Dataset: Forward reaction prediction with 1.9M reactions from USPTO patents (1976-2016). Task: Predict the product of the given reaction. (1) Given the reactants [Cl:1][C:2]1[CH:3]=[C:4]([C:13]2[CH:14]=[N:15][C:16]([O:19][CH3:20])=[CH:17][CH:18]=2)[N:5]2[C:10]=1[CH:9]=[N:8][C:7](SC)=[N:6]2.C(O)(=[O:23])C.OO.[OH-].[Na+], predict the reaction product. The product is: [Cl:1][C:2]1[CH:3]=[C:4]([C:13]2[CH:14]=[N:15][C:16]([O:19][CH3:20])=[CH:17][CH:18]=2)[N:5]2[C:10]=1[CH:9]=[N:8][C:7]([OH:23])=[N:6]2. (2) Given the reactants [CH3:1][C:2]1([CH3:10])[CH2:7][CH2:6][C:5](OC)=[N:4][CH2:3]1.[Cl-:11].[NH4+:12], predict the reaction product. The product is: [ClH:11].[CH3:1][C:2]1([CH3:10])[CH2:3][NH:4][C:5](=[NH:12])[CH2:6][CH2:7]1. (3) The product is: [C:1]([O:5][C:6](=[O:18])[N:7]([C:8]1[CH:13]=[C:12]([C:14]#[N:15])[C:11]([Br:16])=[CH:10][C:9]=1[Cl:17])[CH2:35][C:34]1[CH:37]=[CH:38][C:31]([O:30][CH3:29])=[CH:32][CH:33]=1)([CH3:4])([CH3:2])[CH3:3]. Given the reactants [C:1]([O:5][C:6](=[O:18])[NH:7][C:8]1[CH:13]=[C:12]([C:14]#[N:15])[C:11]([Br:16])=[CH:10][C:9]=1[Cl:17])([CH3:4])([CH3:3])[CH3:2].C[Si]([N-][Si](C)(C)C)(C)C.[Na+].[CH3:29][O:30][C:31]1[CH:38]=[CH:37][C:34]([CH2:35]Cl)=[CH:33][CH:32]=1, predict the reaction product. (4) The product is: [C:31]([O:30][C:28]([CH2:27][C@@H:25]1[O:24][C:23]([CH3:35])([CH3:36])[O:22][C@H:21]([CH2:20][CH2:19][N:14]2[C:15]([CH:16]([CH3:18])[CH3:17])=[C:11]([C:9]([OH:10])=[O:8])[N:12]=[C:13]2[C:37]2[CH:38]=[CH:39][C:40]([F:43])=[CH:41][CH:42]=2)[CH2:26]1)=[O:29])([CH3:33])([CH3:34])[CH3:32]. Given the reactants C([O:8][C:9]([C:11]1[N:12]=[C:13]([C:37]2[CH:42]=[CH:41][C:40]([F:43])=[CH:39][CH:38]=2)[N:14]([CH2:19][CH2:20][C@@H:21]2[CH2:26][C@H:25]([CH2:27][C:28]([O:30][C:31]([CH3:34])([CH3:33])[CH3:32])=[O:29])[O:24][C:23]([CH3:36])([CH3:35])[O:22]2)[C:15]=1[CH:16]([CH3:18])[CH3:17])=[O:10])C1C=CC=CC=1.[H][H], predict the reaction product.